Dataset: Reaction yield outcomes from USPTO patents with 853,638 reactions. Task: Predict the reaction yield, written as a fraction of the theoretical maximum amount of product (1.0 means a 100% yield; for example, 0.34 means a 34% yield). The reactants are [C:1]([O:5][C:6]([N:8]1[CH2:13][C@@H:12]([NH:14][O:15][CH2:16][C:17]2[CH:22]=[CH:21][CH:20]=[CH:19][CH:18]=2)[CH2:11][CH2:10][C@@H:9]1[C:23]#[N:24])=[O:7])([CH3:4])([CH3:3])[CH3:2].[N-:25]=[N+:26]=[N-:27].[Na+].Cl.C(N(CC)CC)C.[Cl-].[NH4+]. The catalyst is C1(C)C=CC=CC=1. The product is [C:1]([O:5][C:6]([N:8]1[CH2:13][C@@H:12]([NH:14][O:15][CH2:16][C:17]2[CH:18]=[CH:19][CH:20]=[CH:21][CH:22]=2)[CH2:11][CH2:10][C@@H:9]1[C:23]1[NH:27][N:26]=[N:25][N:24]=1)=[O:7])([CH3:4])([CH3:2])[CH3:3]. The yield is 0.890.